Dataset: Catalyst prediction with 721,799 reactions and 888 catalyst types from USPTO. Task: Predict which catalyst facilitates the given reaction. Reactant: Cl.[CH3:2][C:3]1([OH:8])[CH2:7][CH2:6][NH:5][CH2:4]1.C(=O)([O-])[O-].[K+].[K+].[F:15][C:16]1[CH:17]=[C:18]([CH:21]=[C:22]([F:24])[CH:23]=1)[CH2:19]Br. Product: [F:15][C:16]1[CH:17]=[C:18]([CH:21]=[C:22]([F:24])[CH:23]=1)[CH2:19][N:5]1[CH2:6][CH2:7][C:3]([CH3:2])([OH:8])[CH2:4]1. The catalyst class is: 10.